From a dataset of Catalyst prediction with 721,799 reactions and 888 catalyst types from USPTO. Predict which catalyst facilitates the given reaction. (1) Reactant: C(N(CC)C(C)C)(C)C.[CH3:10][NH:11][CH2:12][C@H:13]([C:15]1[CH:20]=[N:19][CH:18]=[CH:17][N:16]=1)[OH:14].[Cl:21][C:22]1[CH:44]=[CH:43][C:25]([CH2:26][NH:27][C:28]([C:30]2[C:31](=[O:42])[C:32]3[CH:39]=[C:38]([CH2:40]Cl)[O:37][C:33]=3[N:34]([CH3:36])[CH:35]=2)=[O:29])=[CH:24][CH:23]=1.O. Product: [Cl:21][C:22]1[CH:44]=[CH:43][C:25]([CH2:26][NH:27][C:28]([C:30]2[C:31](=[O:42])[C:32]3[CH:39]=[C:38]([CH2:40][N:11]([CH2:12][CH:13]([OH:14])[C:15]4[CH:20]=[N:19][CH:18]=[CH:17][N:16]=4)[CH3:10])[O:37][C:33]=3[N:34]([CH3:36])[CH:35]=2)=[O:29])=[CH:24][CH:23]=1. The catalyst class is: 3. (2) Reactant: [CH3:1][NH2:2].[Cl:3][C:4]1[C:12]([CH3:13])=[C:11](F)[C:10]([N+:15]([O-:17])=[O:16])=[CH:9][C:5]=1[C:6]([OH:8])=[O:7].Cl. Product: [Cl:3][C:4]1[C:12]([CH3:13])=[C:11]([NH:2][CH3:1])[C:10]([N+:15]([O-:17])=[O:16])=[CH:9][C:5]=1[C:6]([OH:8])=[O:7]. The catalyst class is: 1. (3) Reactant: Br[C:2]1[CH:7]=[CH:6][CH:5]=[C:4]([O:8][C:9]2[CH:14]=[CH:13][CH:12]=[C:11]([O:15][CH3:16])[C:10]=2/[CH:17]=[CH:18]/[O:19][CH3:20])[N:3]=1.[Li+].CCC[CH2-].CO.[NH4+]. Product: [CH3:16][O:15][C:11]1[C:10](/[CH:17]=[CH:18]/[O:19][CH3:20])=[C:9]([CH:14]=[CH:13][CH:12]=1)[O:8][C:4]1[CH:5]=[CH:6][CH:7]=[CH:2][N:3]=1. The catalyst class is: 30. (4) Reactant: [N-:1]=[N+:2]=[N-:3].[Na+].[C:5]([C:11]([O:13][CH3:14])=[O:12])#[C:6][C:7]([O:9][CH3:10])=[O:8]. Product: [NH:1]1[C:6]([C:7]([O:9][CH3:10])=[O:8])=[C:5]([C:11]([O:13][CH3:14])=[O:12])[N:3]=[N:2]1. The catalyst class is: 3. (5) The catalyst class is: 7. Product: [Cl:15][C:12]1[CH:13]=[CH:14][C:5]([CH2:4][C:3]([OH:32])=[O:2])=[C:6]2[C:11]=1[N:10]=[C:9]([CH:16]([CH3:17])[CH3:18])[C:8]([CH2:19][C:20]1[CH:25]=[CH:24][C:23]([N:26]3[CH:30]=[CH:29][CH:28]=[N:27]3)=[CH:22][CH:21]=1)=[C:7]2[CH3:31]. Reactant: C[O:2][C:3](=[O:32])[CH2:4][C:5]1[CH:14]=[CH:13][C:12]([Cl:15])=[C:11]2[C:6]=1[C:7]([CH3:31])=[C:8]([CH2:19][C:20]1[CH:25]=[CH:24][C:23]([N:26]3[CH:30]=[CH:29][CH:28]=[N:27]3)=[CH:22][CH:21]=1)[C:9]([CH:16]([CH3:18])[CH3:17])=[N:10]2.[OH-].[Li+]. (6) Reactant: C[C:2]1(C)[CH2:7][CH2:6][CH:5]([CH2:8][C:9]([OH:11])=O)[CH2:4][CH2:3]1.[CH3:13][C:14]1([CH3:22])[O:21][C:19](=[O:20])[CH2:18][C:16](=[O:17])[O:15]1.C1CCC(N=C=NC2CCCCC2)CC1. Product: [CH:5]1([CH2:8][C:9](=[C:18]2[C:19](=[O:20])[O:21][C:14]([CH3:22])([CH3:13])[O:15][C:16]2=[O:17])[OH:11])[CH2:4][CH2:3][CH2:2][CH2:7][CH2:6]1. The catalyst class is: 64. (7) Reactant: [CH:1]1[C:10]2[C:11]3[CH2:17][CH2:16][CH2:15][CH2:14][CH2:13][C:12]=3[N:8]3[C:9]=2[C:4]([CH2:5][CH2:6][CH2:7]3)=[CH:3][C:2]=1[NH2:18].[C:19]([CH2:23][C:24](Cl)=[O:25])([CH3:22])([CH3:21])[CH3:20]. Product: [CH:1]1[C:10]2[C:11]3[CH2:17][CH2:16][CH2:15][CH2:14][CH2:13][C:12]=3[N:8]3[C:9]=2[C:4]([CH2:5][CH2:6][CH2:7]3)=[CH:3][C:2]=1[NH:18][C:24](=[O:25])[CH2:23][C:19]([CH3:22])([CH3:21])[CH3:20]. The catalyst class is: 4.